Dataset: Catalyst prediction with 721,799 reactions and 888 catalyst types from USPTO. Task: Predict which catalyst facilitates the given reaction. (1) Reactant: [F:1][C@@H:2]1[CH2:6][N:5]([C:7](=[O:10])[CH2:8][OH:9])[C@H:4]([C:11]([NH2:13])=[O:12])[CH2:3]1.N1C=CN=C1.[Si:19](Cl)([C:22]([CH3:25])([CH3:24])[CH3:23])([CH3:21])[CH3:20]. Product: [F:1][C@@H:2]1[CH2:6][N:5]([C:7](=[O:10])[CH2:8][O:9][Si:19]([C:22]([CH3:25])([CH3:24])[CH3:23])([CH3:21])[CH3:20])[C@H:4]([C:11]([NH2:13])=[O:12])[CH2:3]1. The catalyst class is: 9. (2) Product: [CH:1]1([C:4]2[NH:8][N:7]=[C:6]([NH:9][C:10]3[N:11]=[C:12]4[N:20]([C@H:21]([C:23]5[CH:28]=[CH:27][C:26]([F:29])=[CH:25][CH:24]=5)[CH3:22])[C:35](=[O:44])[NH:32][C:13]4=[CH:17][C:18]=3[F:19])[CH:5]=2)[CH2:3][CH2:2]1. Reactant: [CH:1]1([C:4]2[NH:8][N:7]=[C:6]([NH:9][C:10]3[C:18]([F:19])=[CH:17][C:13](C(O)=O)=[C:12]([NH:20][C@H:21]([C:23]4[CH:28]=[CH:27][C:26]([F:29])=[CH:25][CH:24]=4)[CH3:22])[N:11]=3)[CH:5]=2)[CH2:3][CH2:2]1.C([N:32]([CH2:35]C)CC)C.C1C=CC(P(N=[N+]=[N-])(C2C=CC=CC=2)=[O:44])=CC=1. The catalyst class is: 218.